Regression. Given two drug SMILES strings and cell line genomic features, predict the synergy score measuring deviation from expected non-interaction effect. From a dataset of NCI-60 drug combinations with 297,098 pairs across 59 cell lines. (1) Drug 1: C1=C(C(=O)NC(=O)N1)F. Drug 2: C1CNP(=O)(OC1)N(CCCl)CCCl. Cell line: MALME-3M. Synergy scores: CSS=36.5, Synergy_ZIP=-0.928, Synergy_Bliss=3.15, Synergy_Loewe=-4.60, Synergy_HSA=5.83. (2) Drug 1: C1=NC2=C(N1)C(=S)N=C(N2)N. Drug 2: COC1=C2C(=CC3=C1OC=C3)C=CC(=O)O2. Cell line: IGROV1. Synergy scores: CSS=21.5, Synergy_ZIP=-6.80, Synergy_Bliss=-1.51, Synergy_Loewe=-15.8, Synergy_HSA=-1.83. (3) Drug 1: C1=NC2=C(N1)C(=S)N=CN2. Drug 2: COC1=C2C(=CC3=C1OC=C3)C=CC(=O)O2. Cell line: 786-0. Synergy scores: CSS=56.7, Synergy_ZIP=1.76, Synergy_Bliss=0.257, Synergy_Loewe=-35.8, Synergy_HSA=-0.957. (4) Drug 1: CCCCCOC(=O)NC1=NC(=O)N(C=C1F)C2C(C(C(O2)C)O)O. Drug 2: C1=NNC2=C1C(=O)NC=N2. Cell line: OVCAR-4. Synergy scores: CSS=-3.96, Synergy_ZIP=-0.297, Synergy_Bliss=-4.50, Synergy_Loewe=-15.2, Synergy_HSA=-5.91. (5) Drug 1: CC1=CC2C(CCC3(C2CCC3(C(=O)C)OC(=O)C)C)C4(C1=CC(=O)CC4)C. Drug 2: CCC(=C(C1=CC=CC=C1)C2=CC=C(C=C2)OCCN(C)C)C3=CC=CC=C3.C(C(=O)O)C(CC(=O)O)(C(=O)O)O. Cell line: OVCAR-8. Synergy scores: CSS=-2.74, Synergy_ZIP=1.04, Synergy_Bliss=-1.93, Synergy_Loewe=-3.56, Synergy_HSA=-3.47. (6) Drug 1: CC1C(C(=O)NC(C(=O)N2CCCC2C(=O)N(CC(=O)N(C(C(=O)O1)C(C)C)C)C)C(C)C)NC(=O)C3=C4C(=C(C=C3)C)OC5=C(C(=O)C(=C(C5=N4)C(=O)NC6C(OC(=O)C(N(C(=O)CN(C(=O)C7CCCN7C(=O)C(NC6=O)C(C)C)C)C)C(C)C)C)N)C. Drug 2: CCN(CC)CCCC(C)NC1=C2C=C(C=CC2=NC3=C1C=CC(=C3)Cl)OC. Cell line: CCRF-CEM. Synergy scores: CSS=39.3, Synergy_ZIP=-5.67, Synergy_Bliss=-4.45, Synergy_Loewe=-2.33, Synergy_HSA=-0.509. (7) Drug 1: CC(CN1CC(=O)NC(=O)C1)N2CC(=O)NC(=O)C2. Drug 2: CC1CCCC2(C(O2)CC(NC(=O)CC(C(C(=O)C(C1O)C)(C)C)O)C(=CC3=CSC(=N3)C)C)C. Cell line: SK-OV-3. Synergy scores: CSS=3.76, Synergy_ZIP=-3.67, Synergy_Bliss=-3.60, Synergy_Loewe=-2.04, Synergy_HSA=-2.04. (8) Drug 1: C1C(C(OC1N2C=C(C(=O)NC2=O)F)CO)O. Drug 2: C1CN(P(=O)(OC1)NCCCl)CCCl. Cell line: HOP-92. Synergy scores: CSS=12.1, Synergy_ZIP=-7.09, Synergy_Bliss=-5.02, Synergy_Loewe=-25.9, Synergy_HSA=-6.50.